From a dataset of Catalyst prediction with 721,799 reactions and 888 catalyst types from USPTO. Predict which catalyst facilitates the given reaction. (1) Reactant: [F:1][C:2]([F:24])([F:23])[C:3]1[CH:4]=[C:5]([C:13]([N:15]2[CH2:20][CH2:19][CH2:18][CH:17]([CH2:21][OH:22])[CH2:16]2)=[O:14])[CH:6]=[C:7]([C:9]([F:12])([F:11])[F:10])[CH:8]=1.C(N(CC)C(C)C)(C)C.O. Product: [F:12][C:9]([F:10])([F:11])[C:7]1[CH:6]=[C:5]([CH:4]=[C:3]([C:2]([F:24])([F:23])[F:1])[CH:8]=1)[C:13]([N:15]1[CH2:20][CH2:19][CH2:18][CH:17]([CH:21]=[O:22])[CH2:16]1)=[O:14]. The catalyst class is: 764. (2) The catalyst class is: 116. Reactant: [H-].[Al+3].[Li+].[H-].[H-].[H-].[CH2:7]([C@H:14]([NH:33][CH:34]=O)[CH2:15][NH:16][C:17]1[C:18]2[CH:32]=[CH:31][N:30]=[CH:29][C:19]=2[N:20]=[C:21]([C:23]2[CH:28]=[CH:27][N:26]=[CH:25][CH:24]=2)[N:22]=1)[C:8]1[CH:13]=[CH:12][CH:11]=[CH:10][CH:9]=1. Product: [CH3:34][NH:33][C@H:14]([CH2:15][NH:16][C:17]1[C:18]2[CH:32]=[CH:31][N:30]=[CH:29][C:19]=2[N:20]=[C:21]([C:23]2[CH:24]=[CH:25][N:26]=[CH:27][CH:28]=2)[N:22]=1)[CH2:7][C:8]1[CH:9]=[CH:10][CH:11]=[CH:12][CH:13]=1.